Dataset: Merck oncology drug combination screen with 23,052 pairs across 39 cell lines. Task: Regression. Given two drug SMILES strings and cell line genomic features, predict the synergy score measuring deviation from expected non-interaction effect. (1) Drug 1: CC1(c2nc3c(C(N)=O)cccc3[nH]2)CCCN1. Drug 2: Cn1c(=O)n(-c2ccc(C(C)(C)C#N)cc2)c2c3cc(-c4cnc5ccccc5c4)ccc3ncc21. Cell line: UWB1289. Synergy scores: synergy=32.1. (2) Drug 1: N#Cc1ccc(Cn2cncc2CN2CCN(c3cccc(Cl)c3)C(=O)C2)cc1. Drug 2: Cc1nc(Nc2ncc(C(=O)Nc3c(C)cccc3Cl)s2)cc(N2CCN(CCO)CC2)n1. Cell line: NCIH520. Synergy scores: synergy=53.3. (3) Drug 1: O=C(CCCCCCC(=O)Nc1ccccc1)NO. Drug 2: CC1(c2nc3c(C(N)=O)cccc3[nH]2)CCCN1. Cell line: UWB1289. Synergy scores: synergy=8.96. (4) Drug 1: N.N.O=C(O)C1(C(=O)O)CCC1.[Pt]. Drug 2: O=C(O)C1(Cc2cccc(Nc3nccs3)n2)CCC(Oc2cccc(Cl)c2F)CC1. Cell line: UACC62. Synergy scores: synergy=-4.11. (5) Drug 1: C#Cc1cccc(Nc2ncnc3cc(OCCOC)c(OCCOC)cc23)c1. Drug 2: CC1(c2nc3c(C(N)=O)cccc3[nH]2)CCCN1. Cell line: NCIH2122. Synergy scores: synergy=1.00. (6) Drug 1: NC1(c2ccc(-c3nc4ccn5c(=O)[nH]nc5c4cc3-c3ccccc3)cc2)CCC1. Drug 2: C#Cc1cccc(Nc2ncnc3cc(OCCOC)c(OCCOC)cc23)c1. Cell line: MDAMB436. Synergy scores: synergy=17.5.